This data is from Full USPTO retrosynthesis dataset with 1.9M reactions from patents (1976-2016). The task is: Predict the reactants needed to synthesize the given product. (1) The reactants are: [C:1]([O:7][CH2:8][CH3:9])(=[O:6])[CH2:2][C:3]([CH3:5])=[O:4].[I-].[K+].C([O-])([O-])=O.[K+].[K+].Cl[CH2:19][C:20]([CH3:22])=[CH2:21]. Given the product [C:3]([CH:2]([CH2:21][C:20]([CH3:22])=[CH2:19])[C:1]([O:7][CH2:8][CH3:9])=[O:6])(=[O:4])[CH3:5], predict the reactants needed to synthesize it. (2) Given the product [CH2:28]([O:27][C:25]([CH:24]1[C:17](=[O:16])[CH:18]([C:19]([O:21][CH2:22][CH3:23])=[O:20])[CH2:14][C:7]2[CH:8]=[C:9]([O:12][CH3:13])[CH:10]=[CH:11][C:6]=2[CH2:5]1)=[O:26])[CH3:29], predict the reactants needed to synthesize it. The reactants are: C(Cl)Cl.Br[CH2:5][C:6]1[CH:11]=[CH:10][C:9]([O:12][CH3:13])=[CH:8][C:7]=1[CH2:14]Br.[O:16]=[C:17]([CH2:24][C:25]([O:27][CH2:28][CH3:29])=[O:26])[CH2:18][C:19]([O:21][CH2:22][CH3:23])=[O:20].[Cl-].[NH4+]. (3) Given the product [Cl:1][C:2]1[N:7]=[CH:6][C:5]([C:8]2[CH:9]=[CH:10][C:11]3[N:12]([C:14]([C:63]4[CH:64]=[CH:65][C:60]([F:59])=[C:61]([C:69]([N:71]5[CH2:76][CH2:75][O:74][CH2:73][CH2:72]5)=[O:70])[CH:62]=4)=[C:15]([NH:17][C:18](=[O:20])[CH3:19])[N:16]=3)[N:13]=2)=[CH:4][C:3]=1[NH:28][S:29]([CH3:32])(=[O:30])=[O:31], predict the reactants needed to synthesize it. The reactants are: [Cl:1][C:2]1[N:7]=[CH:6][C:5]([C:8]2[CH:9]=[CH:10][C:11]3[N:12]([C:14](C4C=CC=C(F)C=4)=[C:15]([NH:17][C:18](=[O:20])[CH3:19])[N:16]=3)[N:13]=2)=[CH:4][C:3]=1[NH:28][S:29]([CH3:32])(=[O:31])=[O:30].ClC1N=CC(C2C=CC3N(C(I)=C(NC(=O)C)N=3)N=2)=CC=1NS(C)(=O)=O.[F:59][C:60]1[CH:65]=[CH:64][C:63](B(O)O)=[CH:62][C:61]=1[C:69]([N:71]1[CH2:76][CH2:75][O:74][CH2:73][CH2:72]1)=[O:70]. (4) Given the product [N+:22]([C:25]1[CH:26]=[C:27]([S:31]([CH2:34][CH2:35][O:17][C:15](=[O:16])[CH2:14][CH2:13][CH2:12][CH2:11][CH2:10][NH:9][C:7](=[O:8])[CH2:6][O:5][C:4]2[CH:3]=[CH:2][CH:20]=[CH:19][CH:18]=2)(=[O:33])=[O:32])[CH:28]=[CH:29][CH:30]=1)([O-:24])=[O:23], predict the reactants needed to synthesize it. The reactants are: C[C:2]1[CH:3]=[C:4]([CH:18]=[C:19](C)[CH:20]=1)[O:5][CH2:6][C:7]([NH:9][CH2:10][CH2:11][CH2:12][CH2:13][CH2:14][C:15]([OH:17])=[O:16])=[O:8].[N+:22]([C:25]1[CH:26]=[C:27]([S:31]([CH2:34][CH2:35]O)(=[O:33])=[O:32])[CH:28]=[CH:29][CH:30]=1)([O-:24])=[O:23].O.C1(C)C=CC(S(O)(=O)=O)=CC=1.O. (5) Given the product [NH2:23][C:26]1[CH:27]=[CH:28][CH:29]=[C:30]2[C:35]=1[C:34](=[O:36])[N:33]([C:37]1[CH:42]=[CH:41][CH:40]=[C:39]([O:43][C:44]([F:46])([F:47])[F:45])[CH:38]=1)[N:32]=[CH:31]2, predict the reactants needed to synthesize it. The reactants are: NC1C=CC=C2C=1C(=O)N(C1C=CC=C(C(F)(F)F)C=1)N=C2.[N+:23]([C:26]1[CH:27]=[CH:28][CH:29]=[C:30]2[C:35]=1[C:34](=[O:36])[N:33]([C:37]1[CH:42]=[CH:41][CH:40]=[C:39]([O:43][C:44]([F:47])([F:46])[F:45])[CH:38]=1)[N:32]=[CH:31]2)([O-])=O. (6) Given the product [F:1][C:2]1[C:7]([C:8]([F:11])([F:9])[F:10])=[CH:6][CH:5]=[CH:4][C:3]=1[C:12](=[N:13][O:14][CH2:22][C:23]1[N:28]=[C:27]([N:29]2[C:30](=[O:39])[C:31]3[C:36](=[CH:35][CH:34]=[CH:33][CH:32]=3)[C:37]2=[O:38])[CH:26]=[CH:25][CH:24]=1)[C:15]1[N:19]([CH3:20])[N:18]=[N:17][N:16]=1, predict the reactants needed to synthesize it. The reactants are: [F:1][C:2]1[C:7]([C:8]([F:11])([F:10])[F:9])=[CH:6][CH:5]=[CH:4][C:3]=1[C:12]([C:15]1[N:19]([CH3:20])[N:18]=[N:17][N:16]=1)=[N:13][OH:14].Br[CH2:22][C:23]1[N:28]=[C:27]([N:29]2[C:37](=[O:38])[C:36]3[C:31](=[CH:32][CH:33]=[CH:34][CH:35]=3)[C:30]2=[O:39])[CH:26]=[CH:25][CH:24]=1.C(=O)([O-])[O-].[Cs+].[Cs+].[I-].[K+]. (7) Given the product [NH2:1][C:4]1[CH:12]=[C:11]2[C:7]([C:8]([C:14]([OH:16])=[O:15])=[CH:9][N:10]2[CH3:13])=[CH:6][CH:5]=1, predict the reactants needed to synthesize it. The reactants are: [N+:1]([C:4]1[CH:12]=[C:11]2[C:7]([C:8]([C:14]([OH:16])=[O:15])=[CH:9][N:10]2[CH3:13])=[CH:6][CH:5]=1)([O-])=O.[OH-].[Na+].CO. (8) Given the product [C:1]([O:5][C:6]([N:8]1[CH2:13][CH2:12][N:11]([C:14]2[CH:19]=[CH:18][CH:17]=[C:16]([NH:31][CH2:24][C:25]3[CH:30]=[CH:29][CH:28]=[CH:27][CH:26]=3)[C:15]=2[N+:21]([O-:23])=[O:22])[CH2:10][CH2:9]1)=[O:7])([CH3:4])([CH3:3])[CH3:2], predict the reactants needed to synthesize it. The reactants are: [C:1]([O:5][C:6]([N:8]1[CH2:13][CH2:12][N:11]([C:14]2[CH:19]=[CH:18][CH:17]=[C:16](F)[C:15]=2[N+:21]([O-:23])=[O:22])[CH2:10][CH2:9]1)=[O:7])([CH3:4])([CH3:3])[CH3:2].[CH2:24]([NH2:31])[C:25]1[CH:30]=[CH:29][CH:28]=[CH:27][CH:26]=1.C(=O)([O-])[O-].[K+].[K+].